This data is from Kir2.1 potassium channel HTS with 301,493 compounds. The task is: Binary Classification. Given a drug SMILES string, predict its activity (active/inactive) in a high-throughput screening assay against a specified biological target. (1) The compound is FC(F)(F)COc1ncc(cc1)C(=O)N. The result is 0 (inactive). (2) The compound is Fc1ccc(N2NC(=O)C(/C2=O)=C/c2cc([N+]([O-])=O)c(O)c(OC)c2)cc1. The result is 0 (inactive). (3) The drug is S(=O)(=O)(N(CC)CC)c1ccc(cc1)C(=O)Nc1nn(Cc2ccccc2)cn1. The result is 0 (inactive). (4) The molecule is O=C(n1nc(cc1C)C)Cn1nc([N+]([O-])=O)cc1C. The result is 0 (inactive). (5) The molecule is S(O)(=O)(=O)CCN1CCOCC1. The result is 0 (inactive). (6) The compound is S(CC(=O)N(C(C)C)C(C)C)c1n(\c([nH]n1)=C1\C=c2c(=CC1=O)cccc2)CCOC. The result is 0 (inactive). (7) The molecule is O=c1n(\N=C\c2cc(OC)ccc2)cnc2n(ncc12)c1ccccc1. The result is 0 (inactive).